Dataset: NCI-60 drug combinations with 297,098 pairs across 59 cell lines. Task: Regression. Given two drug SMILES strings and cell line genomic features, predict the synergy score measuring deviation from expected non-interaction effect. (1) Drug 1: CC1=C(C=C(C=C1)NC(=O)C2=CC=C(C=C2)CN3CCN(CC3)C)NC4=NC=CC(=N4)C5=CN=CC=C5. Drug 2: COC1=C2C(=CC3=C1OC=C3)C=CC(=O)O2. Cell line: HOP-62. Synergy scores: CSS=1.50, Synergy_ZIP=-2.26, Synergy_Bliss=-7.19, Synergy_Loewe=0.462, Synergy_HSA=-6.83. (2) Drug 1: COC1=CC(=CC(=C1O)OC)C2C3C(COC3=O)C(C4=CC5=C(C=C24)OCO5)OC6C(C(C7C(O6)COC(O7)C8=CC=CS8)O)O. Drug 2: CC1=C2C(C(=O)C3(C(CC4C(C3C(C(C2(C)C)(CC1OC(=O)C(C(C5=CC=CC=C5)NC(=O)OC(C)(C)C)O)O)OC(=O)C6=CC=CC=C6)(CO4)OC(=O)C)O)C)O. Cell line: NCI/ADR-RES. Synergy scores: CSS=-2.64, Synergy_ZIP=0.0816, Synergy_Bliss=-1.53, Synergy_Loewe=-2.54, Synergy_HSA=-2.65. (3) Drug 2: C#CCC(CC1=CN=C2C(=N1)C(=NC(=N2)N)N)C3=CC=C(C=C3)C(=O)NC(CCC(=O)O)C(=O)O. Cell line: SR. Drug 1: C1CCC(CC1)NC(=O)N(CCCl)N=O. Synergy scores: CSS=52.3, Synergy_ZIP=6.76, Synergy_Bliss=-2.49, Synergy_Loewe=-0.0949, Synergy_HSA=0.372. (4) Drug 1: CC(CN1CC(=O)NC(=O)C1)N2CC(=O)NC(=O)C2. Drug 2: C1CCC(CC1)NC(=O)N(CCCl)N=O. Cell line: CAKI-1. Synergy scores: CSS=41.1, Synergy_ZIP=-8.36, Synergy_Bliss=-5.76, Synergy_Loewe=-1.26, Synergy_HSA=1.32. (5) Drug 1: C1CCN(CC1)CCOC2=CC=C(C=C2)C(=O)C3=C(SC4=C3C=CC(=C4)O)C5=CC=C(C=C5)O. Drug 2: N.N.Cl[Pt+2]Cl. Cell line: HOP-92. Synergy scores: CSS=-1.73, Synergy_ZIP=0.658, Synergy_Bliss=-2.52, Synergy_Loewe=-4.45, Synergy_HSA=-4.35.